This data is from CYP2D6 inhibition data for predicting drug metabolism from PubChem BioAssay. The task is: Regression/Classification. Given a drug SMILES string, predict its absorption, distribution, metabolism, or excretion properties. Task type varies by dataset: regression for continuous measurements (e.g., permeability, clearance, half-life) or binary classification for categorical outcomes (e.g., BBB penetration, CYP inhibition). Dataset: cyp2d6_veith. (1) The result is 0 (non-inhibitor). The drug is CC1(C)[C@@H]2CC[C@]1(C)[C@@H](OC(=O)CSC#N)C2. (2) The molecule is Nc1nc(N)c2nn(-c3ccc(C(=O)O)cc3)nc2n1. The result is 0 (non-inhibitor). (3) The drug is COc1ccc(C(C)(C)C)cc1NC(=O)c1cncc(Br)c1. The result is 0 (non-inhibitor).